From a dataset of Forward reaction prediction with 1.9M reactions from USPTO patents (1976-2016). Predict the product of the given reaction. (1) Given the reactants Cl[C:2]1[N:7]=[CH:6][N:5]=[C:4]([O:8][C:9]2[CH:14]=[CH:13][C:12]([NH:15][C:16](=[O:32])[NH:17][C:18]3[CH:19]=[C:20]([CH:25]=[C:26]([C:28]([F:31])([F:30])[F:29])[CH:27]=3)[C:21]([NH:23][CH3:24])=[O:22])=[CH:11][CH:10]=2)[CH:3]=1.[CH3:33][NH2:34], predict the reaction product. The product is: [CH3:33][NH:34][C:2]1[N:7]=[CH:6][N:5]=[C:4]([O:8][C:9]2[CH:14]=[CH:13][C:12]([NH:15][C:16](=[O:32])[NH:17][C:18]3[CH:19]=[C:20]([CH:25]=[C:26]([C:28]([F:31])([F:30])[F:29])[CH:27]=3)[C:21]([NH:23][CH3:24])=[O:22])=[CH:11][CH:10]=2)[CH:3]=1. (2) The product is: [Br:1][C:2]1[CH:11]=[CH:10][C:9]([NH2:8])=[C:4]([C:5]2[NH:6][N:13]=[C:14]([CH2:16][O:17][CH3:18])[N:15]=2)[CH:3]=1. Given the reactants [Br:1][C:2]1[CH:11]=[CH:10][C:9]2[NH:8]C(=O)[N:6]3[N:13]=[C:14]([CH2:16][O:17][CH3:18])[N:15]=[C:5]3[C:4]=2[CH:3]=1.ClC1C=CC2NC(=O)N3N=C(C4CC4)N=C3C=2C=1, predict the reaction product. (3) Given the reactants [NH2:1][C:2]1[CH:7]=[CH:6][CH:5]=[CH:4][N:3]=1.[CH2:8]=O.[C:10]([C:12]1[CH:22]=[CH:21][C:15]2[N:16]=[C:17]([S:19][CH3:20])[S:18][C:14]=2[CH:13]=1)#[CH:11], predict the reaction product. The product is: [N:1]1[CH:8]=[C:11]([CH2:10][C:12]2[CH:22]=[CH:21][C:15]3[N:16]=[C:17]([S:19][CH3:20])[S:18][C:14]=3[CH:13]=2)[N:3]2[CH:4]=[CH:5][CH:6]=[CH:7][C:2]=12. (4) Given the reactants [Li+].[OH-].[Cl:3][C:4]1[CH:30]=[CH:29][CH:28]=[CH:27][C:5]=1[C:6]([N:8]([C@H:14]1[C:22]2[C:17](=[CH:18][CH:19]=[C:20]([C:23]([O:25]C)=[O:24])[CH:21]=2)[CH2:16][CH2:15]1)[CH2:9][C:10]([F:13])([F:12])[F:11])=[O:7], predict the reaction product. The product is: [Cl:3][C:4]1[CH:30]=[CH:29][CH:28]=[CH:27][C:5]=1[C:6]([N:8]([C@H:14]1[C:22]2[C:17](=[CH:18][CH:19]=[C:20]([C:23]([OH:25])=[O:24])[CH:21]=2)[CH2:16][CH2:15]1)[CH2:9][C:10]([F:12])([F:11])[F:13])=[O:7].